The task is: Predict the reaction yield, written as a fraction of the theoretical maximum amount of product (1.0 means a 100% yield; for example, 0.34 means a 34% yield).. This data is from Reaction yield outcomes from USPTO patents with 853,638 reactions. (1) No catalyst specified. The reactants are C([O:4][CH2:5][C:6]1[CH:7]=[C:8]2[CH:14]=[CH:13][O:12][C:9]2=[CH:10][N:11]=1)(=O)C.C([O-])([O-])=O.[K+].[K+].O.C(Cl)[Cl:23]. The product is [Cl:23][C:14]1[C:8]2[C:9](=[CH:10][N:11]=[C:6]([CH2:5][OH:4])[CH:7]=2)[O:12][CH:13]=1. The yield is 0.680. (2) The reactants are Br[C:2]1[CH:3]=[C:4]([NH:10][C:11]2[CH:21]=[C:14]3[CH2:15][N:16]([CH3:20])[C:17](=[O:19])[CH2:18][N:13]3[N:12]=2)[C:5](=[O:9])[N:6]([CH3:8])[CH:7]=1.[C:22]([O:25][CH2:26][C:27]1[C:28]([N:42]2[CH2:53][CH2:52][N:51]3[C:44](=[CH:45][C:46]4[CH2:47][C:48]([CH3:55])([CH3:54])[CH2:49][C:50]=43)[C:43]2=[O:56])=[N:29][CH:30]=[CH:31][C:32]=1B1OC(C)(C)C(C)(C)O1)(=[O:24])[CH3:23].[O-]P([O-])([O-])=O.[K+].[K+].[K+].C([O-])(=O)C.[Na+]. The catalyst is C1C=CC(P(C2C=CC=CC=2)[C-]2C=CC=C2)=CC=1.C1C=CC(P(C2C=CC=CC=2)[C-]2C=CC=C2)=CC=1.Cl[Pd]Cl.[Fe+2].O.C(#N)C. The product is [C:22]([O:25][CH2:26][C:27]1[C:28]([N:42]2[CH2:53][CH2:52][N:51]3[C:44](=[CH:45][C:46]4[CH2:47][C:48]([CH3:55])([CH3:54])[CH2:49][C:50]=43)[C:43]2=[O:56])=[N:29][CH:30]=[CH:31][C:32]=1[C:2]1[CH:3]=[C:4]([NH:10][C:11]2[CH:21]=[C:14]3[CH2:15][N:16]([CH3:20])[C:17](=[O:19])[CH2:18][N:13]3[N:12]=2)[C:5](=[O:9])[N:6]([CH3:8])[CH:7]=1)(=[O:24])[CH3:23]. The yield is 0.490.